Dataset: Forward reaction prediction with 1.9M reactions from USPTO patents (1976-2016). Task: Predict the product of the given reaction. (1) Given the reactants [CH2:1]([N:3]([C:30]1[CH:35]=[CH:34][C:33]([O:36][CH3:37])=[CH:32][CH:31]=1)[C:4](=[O:29])[C@@H:5]([NH:13][C:14]([NH:16][S:17]([C:20]1[CH:25]=[CH:24][CH:23]=[CH:22][C:21]=1[N+:26]([O-])=O)(=[O:19])=[O:18])=[O:15])[CH2:6][C:7]1[CH:12]=[CH:11][CH:10]=[CH:9][CH:8]=1)[CH3:2], predict the reaction product. The product is: [NH2:26][C:21]1[CH:22]=[CH:23][CH:24]=[CH:25][C:20]=1[S:17]([NH:16][C:14](=[O:15])[NH:13][C@@H:5]([CH2:6][C:7]1[CH:8]=[CH:9][CH:10]=[CH:11][CH:12]=1)[C:4]([N:3]([CH2:1][CH3:2])[C:30]1[CH:35]=[CH:34][C:33]([O:36][CH3:37])=[CH:32][CH:31]=1)=[O:29])(=[O:19])=[O:18]. (2) Given the reactants [C:1]([O:4][C@@H:5]1[C@@H:18]([O:19][C:20](=[O:22])[CH3:21])[C@H:17]([O:23][C:24](=[O:26])[CH3:25])[CH2:16][S:15][C@H:6]1[O:7][C:8]1[CH:9]=[N:10][CH:11]=[C:12](Br)[CH:13]=1)(=[O:3])[CH3:2].[Cl:27][C:28]1[CH:33]=[C:32]([F:34])[CH:31]=[CH:30][C:29]=1B(O)O, predict the reaction product. The product is: [C:1]([O:4][C@@H:5]1[C@@H:18]([O:19][C:20](=[O:22])[CH3:21])[C@H:17]([O:23][C:24](=[O:26])[CH3:25])[CH2:16][S:15][C@H:6]1[O:7][C:8]1[CH:9]=[N:10][CH:11]=[C:12]([C:29]2[CH:30]=[CH:31][C:32]([F:34])=[CH:33][C:28]=2[Cl:27])[CH:13]=1)(=[O:3])[CH3:2]. (3) Given the reactants Br[C:2]1[C:20]([C:21]([N:23]([CH:37]([CH3:39])[CH3:38])[C@@H:24]2[CH2:29][CH2:28][CH2:27][N:26]([C:30]([O:32][C:33]([CH3:36])([CH3:35])[CH3:34])=[O:31])[CH2:25]2)=[O:22])=[CH:19][C:5]2[N:6]([CH2:13][CH2:14][CH2:15][CH2:16][O:17][CH3:18])[C:7](=[O:12])[C:8]([CH3:11])([CH3:10])[O:9][C:4]=2[CH:3]=1.C[O-].[Na+].CN([CH:46]=[O:47])C, predict the reaction product. The product is: [CH:37]([N:23]([C:21]([C:20]1[C:2]([O:47][CH3:46])=[CH:3][C:4]2[O:9][C:8]([CH3:11])([CH3:10])[C:7](=[O:12])[N:6]([CH2:13][CH2:14][CH2:15][CH2:16][O:17][CH3:18])[C:5]=2[CH:19]=1)=[O:22])[C@@H:24]1[CH2:29][CH2:28][CH2:27][N:26]([C:30]([O:32][C:33]([CH3:36])([CH3:35])[CH3:34])=[O:31])[CH2:25]1)([CH3:39])[CH3:38]. (4) Given the reactants CN(C)C=O.[Br:6]N1C(=O)CCC1=O.[F:14][C:15]1[C:16]([O:23][CH3:24])=[C:17]([CH:19]=[C:20]([CH3:22])[CH:21]=1)[NH2:18], predict the reaction product. The product is: [Br:6][C:21]1[C:20]([CH3:22])=[CH:19][C:17]([NH2:18])=[C:16]([O:23][CH3:24])[C:15]=1[F:14]. (5) Given the reactants [CH3:1][N:2]([CH3:12])[CH2:3][CH:4]([C:6]1[CH:11]=[CH:10][CH:9]=[CH:8][CH:7]=1)[OH:5].C1([C@@H](O)CN2CCCC2)C=CC=CC=1.NO, predict the reaction product. The product is: [CH3:1][N:2]([CH3:12])[CH2:3][C@@H:4]([C:6]1[CH:11]=[CH:10][CH:9]=[CH:8][CH:7]=1)[OH:5]. (6) The product is: [O:19]1[CH2:20][CH2:21][CH2:22][O:23][CH:18]1[CH2:17][CH2:16][N:9]1[CH2:8][CH2:7][C:6]2[C:11](=[CH:12][CH:13]=[C:4]([Br:3])[CH:5]=2)[C:10]1=[O:14]. Given the reactants [H-].[Na+].[Br:3][C:4]1[CH:5]=[C:6]2[C:11](=[CH:12][CH:13]=1)[C:10](=[O:14])[NH:9][CH2:8][CH2:7]2.Br[CH2:16][CH2:17][CH:18]1[O:23][CH2:22][CH2:21][CH2:20][O:19]1, predict the reaction product. (7) Given the reactants [Cl:1][C:2]1[CH:10]=[C:9]([NH:11][C@H:12]2[CH2:17][CH2:16][CH2:15][CH:14]([F:18])[CH2:13]2)[C:5]([C:6]([O-:8])=[O:7])=[CH:4][N:3]=1.CO.C(O)(C(F)(F)F)=O, predict the reaction product. The product is: [Cl:1][C:2]1[CH:10]=[C:9]([NH:11][C@H:12]2[CH2:17][CH2:16][CH2:15][CH:14]([F:18])[CH2:13]2)[C:5]([C:6]([OH:8])=[O:7])=[CH:4][N:3]=1.